From a dataset of Catalyst prediction with 721,799 reactions and 888 catalyst types from USPTO. Predict which catalyst facilitates the given reaction. (1) Product: [Si:32]([O:31][CH2:30][C@@H:21]([O:20][Si:13]([C:16]([CH3:19])([CH3:17])[CH3:18])([CH3:15])[CH3:14])[C@@H:22]([NH:23][S@:24]([C:26]([CH3:27])([CH3:28])[CH3:29])=[O:25])[CH:1]=[CH2:2])([C:35]([CH3:38])([CH3:37])[CH3:36])([CH3:33])[CH3:34].[Si:32]([O:31][CH2:30][C@@H:21]([O:20][Si:13]([C:16]([CH3:19])([CH3:17])[CH3:18])([CH3:15])[CH3:14])[C@H:22]([NH:23][S@:24]([C:26]([CH3:27])([CH3:28])[CH3:29])=[O:25])[CH:8]=[CH2:9])([C:35]([CH3:38])([CH3:37])[CH3:36])([CH3:33])[CH3:34]. Reactant: [CH:1]([Mg]Br)=[CH2:2].CN([CH2:8][CH2:9]N(C)C)C.[Si:13]([O:20][C@H:21]([CH2:30][O:31][Si:32]([C:35]([CH3:38])([CH3:37])[CH3:36])([CH3:34])[CH3:33])/[CH:22]=[N:23]\[S@:24]([C:26]([CH3:29])([CH3:28])[CH3:27])=[O:25])([C:16]([CH3:19])([CH3:18])[CH3:17])([CH3:15])[CH3:14]. The catalyst class is: 1. (2) Product: [F:1][C:2]1[CH:7]=[C:6]([I:8])[CH:5]=[CH:4][C:3]=1[NH:9][C:10]1[C:11]([NH:21][S:22]([CH:25]2[CH2:27][CH:26]2[CH2:28][OH:29])(=[O:24])=[O:23])=[C:12]2[O:20][CH2:19][CH2:18][N:13]2[C:14](=[O:17])[C:15]=1[CH3:16]. The catalyst class is: 413. Reactant: [F:1][C:2]1[CH:7]=[C:6]([I:8])[CH:5]=[CH:4][C:3]=1[NH:9][C:10]1[C:11]([NH:21][S:22]([CH:25]2[CH2:27][CH:26]2[CH2:28][O:29]CC2C=CC=CC=2)(=[O:24])=[O:23])=[C:12]2[O:20][CH2:19][CH2:18][N:13]2[C:14](=[O:17])[C:15]=1[CH3:16].B(F)(F)F.C(S)C. (3) Reactant: [C:1]([C:3]1[CH:4]=[C:5]([CH:10]=[C:11]([O:13][CH2:14][C:15]([F:18])([F:17])[F:16])[CH:12]=1)[C:6]([O:8]C)=[O:7])#[N:2].[Br-].[Li+].C(N(CC)CC)C.Cl. Product: [C:1]([C:3]1[CH:4]=[C:5]([CH:10]=[C:11]([O:13][CH2:14][C:15]([F:16])([F:18])[F:17])[CH:12]=1)[C:6]([OH:8])=[O:7])#[N:2]. The catalyst class is: 47. (4) Reactant: F[C:2]1[CH:7]=[CH:6][C:5]([N+:8]([O-:10])=[O:9])=[CH:4][CH:3]=1.N1C=CC=CC=1.[CH2:17]([NH2:31])[CH2:18][CH2:19][O:20][CH2:21][CH2:22][O:23][CH2:24][CH2:25][O:26][CH2:27][CH2:28][CH2:29][NH2:30]. Product: [NH2:30][CH2:29][CH2:28][CH2:27][O:26][CH2:25][CH2:24][O:23][CH2:22][CH2:21][O:20][CH2:19][CH2:18][CH2:17][NH:31][C:2]1[CH:7]=[CH:6][C:5]([N+:8]([O-:10])=[O:9])=[CH:4][CH:3]=1. The catalyst class is: 6.